This data is from Full USPTO retrosynthesis dataset with 1.9M reactions from patents (1976-2016). The task is: Predict the reactants needed to synthesize the given product. Given the product [Cl:17][C:18]1[CH:19]=[C:20]([N:11]2[C:10](=[O:12])[C:7]3([CH2:9][CH2:8]3)[O:6][C:5]3[CH:13]=[C:14]([C:15]#[N:16])[C:2]([F:1])=[CH:3][C:4]2=3)[CH:21]=[N:22][C:23]=1[O:24][CH2:25][CH:26]([CH3:28])[CH3:27], predict the reactants needed to synthesize it. The reactants are: [F:1][C:2]1[C:14]([C:15]#[N:16])=[CH:13][C:5]2[O:6][C:7]3([C:10](=[O:12])[NH:11][C:4]=2[CH:3]=1)[CH2:9][CH2:8]3.[Cl:17][C:18]1[CH:19]=[C:20](N2C3C(=CC(C#N)=C(F)C=3)C(C)=N2)[CH:21]=[N:22][C:23]=1[O:24][CH2:25][CH:26]([CH3:28])[CH3:27].CNCCNC.C([O-])([O-])=O.[K+].[K+].